This data is from Forward reaction prediction with 1.9M reactions from USPTO patents (1976-2016). The task is: Predict the product of the given reaction. (1) Given the reactants [F:1][CH:2]([F:19])[O:3][C:4]1[CH:5]=[C:6]([C:15]([O:17][CH3:18])=O)[C:7]2[O:11][C:10]([CH2:12][CH3:13])=[CH:9][C:8]=2[CH:14]=1.O[C:21]1[CH:26]=[CH:25][C:24]([CH2:27][CH2:28][C:29]([O:31]CC)=[O:30])=[C:23]([CH3:34])[C:22]=1C, predict the reaction product. The product is: [F:1][CH:2]([F:19])[O:3][C:4]1[CH:5]=[C:6]([CH2:15][O:17][C:18]2[CH:26]=[CH:25][C:24]([CH2:27][CH2:28][C:29]([OH:31])=[O:30])=[C:23]([CH3:34])[C:22]=2[CH3:21])[C:7]2[O:11][C:10]([CH2:12][CH3:13])=[CH:9][C:8]=2[CH:14]=1. (2) Given the reactants NC1N=C(C2SC3C=CC(OC4C=C(O)C=CC=4)=CC=3C=2C)C=CN=1.C[O:27][C:28]1[CH:29]=[C:30]([CH:49]=[CH:50][CH:51]=1)[CH2:31][C:32]1[CH:48]=[CH:47][C:35]2[S:36][C:37]([C:40]3[CH:45]=[CH:44][N:43]=[C:42]([NH2:46])[N:41]=3)=[C:38]([CH3:39])[C:34]=2[CH:33]=1.COC1C=C(C=CC=1)OC1C=CC2SC(C3C=CN=C(N)N=3)=C(C)C=2C=1, predict the reaction product. The product is: [NH2:46][C:42]1[N:41]=[C:40]([C:37]2[S:36][C:35]3[CH:47]=[CH:48][C:32]([CH2:31][C:30]4[CH:29]=[C:28]([OH:27])[CH:51]=[CH:50][CH:49]=4)=[CH:33][C:34]=3[C:38]=2[CH3:39])[CH:45]=[CH:44][N:43]=1. (3) Given the reactants [CH2:1]([N:3]([CH2:25][C:26]([NH:28][CH2:29][CH3:30])=[O:27])[C:4]([C:6]1[CH:7]=[C:8]2[C:16](=[CH:17][CH:18]=1)[NH:15][C:14]1[CH2:13][CH2:12][CH:11]([CH:19]3[CH2:24][CH2:23][O:22][CH2:21][CH2:20]3)[CH2:10][C:9]2=1)=[O:5])[CH3:2].C[Si]([N-][Si](C)(C)C)(C)C.[K+].I[CH2:42][C:43]([O:45][CH2:46][CH3:47])=[O:44], predict the reaction product. The product is: [CH2:1]([N:3]([CH2:25][C:26]([NH:28][CH2:29][CH3:30])=[O:27])[C:4]([C:6]1[CH:7]=[C:8]2[C:16](=[CH:17][CH:18]=1)[N:15]([CH2:42][C:43]([O:45][CH2:46][CH3:47])=[O:44])[C:14]1[CH2:13][CH2:12][CH:11]([CH:19]3[CH2:24][CH2:23][O:22][CH2:21][CH2:20]3)[CH2:10][C:9]2=1)=[O:5])[CH3:2]. (4) Given the reactants Br[C:2]1[CH:3]=[C:4]([CH:20]=[CH:21][CH:22]=1)[O:5][C:6]1[CH:11]=[CH:10][C:9]([Cl:12])=[CH:8][C:7]=1[O:13][C:14]1[CH:19]=[CH:18][CH:17]=[CH:16][CH:15]=1.C([O:25][C:26](=[O:37])[CH2:27][S:28][C:29]1[CH:34]=[CH:33][C:32]([OH:35])=[CH:31][C:30]=1[CH3:36])C.CC(C)(C(=O)CC(=O)C(C)(C)C)C.C(=O)([O-])[O-].[Cs+].[Cs+].[OH-].[Na+], predict the reaction product. The product is: [Cl:12][C:9]1[CH:10]=[CH:11][C:6]([O:5][C:4]2[CH:3]=[C:2]([CH:22]=[CH:21][CH:20]=2)[O:35][C:32]2[CH:33]=[CH:34][C:29]([S:28][CH2:27][C:26]([OH:37])=[O:25])=[C:30]([CH3:36])[CH:31]=2)=[C:7]([O:13][C:14]2[CH:19]=[CH:18][CH:17]=[CH:16][CH:15]=2)[CH:8]=1.